Regression. Given two drug SMILES strings and cell line genomic features, predict the synergy score measuring deviation from expected non-interaction effect. From a dataset of NCI-60 drug combinations with 297,098 pairs across 59 cell lines. (1) Drug 1: CCCCC(=O)OCC(=O)C1(CC(C2=C(C1)C(=C3C(=C2O)C(=O)C4=C(C3=O)C=CC=C4OC)O)OC5CC(C(C(O5)C)O)NC(=O)C(F)(F)F)O. Cell line: CCRF-CEM. Drug 2: CCC1(C2=C(COC1=O)C(=O)N3CC4=CC5=C(C=CC(=C5CN(C)C)O)N=C4C3=C2)O.Cl. Synergy scores: CSS=80.9, Synergy_ZIP=1.88, Synergy_Bliss=1.40, Synergy_Loewe=-0.470, Synergy_HSA=2.01. (2) Drug 1: C1=CC(=C2C(=C1NCCNCCO)C(=O)C3=C(C=CC(=C3C2=O)O)O)NCCNCCO. Drug 2: CS(=O)(=O)CCNCC1=CC=C(O1)C2=CC3=C(C=C2)N=CN=C3NC4=CC(=C(C=C4)OCC5=CC(=CC=C5)F)Cl. Cell line: OVCAR-5. Synergy scores: CSS=35.5, Synergy_ZIP=5.08, Synergy_Bliss=6.29, Synergy_Loewe=-8.29, Synergy_HSA=6.71.